From a dataset of Reaction yield outcomes from USPTO patents with 853,638 reactions. Predict the reaction yield, written as a fraction of the theoretical maximum amount of product (1.0 means a 100% yield; for example, 0.34 means a 34% yield). (1) The reactants are [CH2:1]([O:5][C:6]([N:8]1[CH2:12][CH2:11][CH:10]([C:13]2[CH:18]=[CH:17][C:16]([O:19]CC3C=CC=CC=3)=[CH:15][C:14]=2[O:27]CC2C=CC=CC=2)[CH2:9]1)=[O:7])[CH:2]([CH3:4])[CH3:3]. The catalyst is CO.[Pd]. The product is [CH2:1]([O:5][C:6]([N:8]1[CH2:12][CH2:11][CH:10]([C:13]2[CH:18]=[CH:17][C:16]([OH:19])=[CH:15][C:14]=2[OH:27])[CH2:9]1)=[O:7])[CH:2]([CH3:4])[CH3:3]. The yield is 0.750. (2) The reactants are [C:1]([O:5][C:6]([N:8]1[CH2:13][CH2:12][C:11]([C:15]2[CH:20]=[CH:19][C:18](Br)=[CH:17][CH:16]=2)([OH:14])[CH2:10][CH2:9]1)=[O:7])([CH3:4])([CH3:3])[CH3:2].C([O-])(=O)C.[K+].C(=O)([O-])[O-].[K+].[K+].Br[C:34]1[N:39]=[CH:38][CH:37]=[CH:36][N:35]=1. The catalyst is O.C(OCC)(=O)C.CS(C)=O. The product is [C:1]([O:5][C:6]([N:8]1[CH2:13][CH2:12][C:11]([OH:14])([C:15]2[CH:20]=[CH:19][C:18]([C:34]3[N:39]=[CH:38][CH:37]=[CH:36][N:35]=3)=[CH:17][CH:16]=2)[CH2:10][CH2:9]1)=[O:7])([CH3:4])([CH3:3])[CH3:2]. The yield is 0.800. (3) The reactants are [NH2:1][C:2]1[N:10]=[C:9]2[C:5]([N:6]=[CH:7][N:8]2[CH:11]2[O:15][CH:14]([CH2:16][OH:17])[CH:13]([OH:18])[C:12]2([F:20])[CH3:19])=[C:4]([O:21][CH2:22][CH3:23])[N:3]=1.C(N(CC)CC)C.[P:31](Cl)(Cl)(=[O:36])[O:32][CH:33]([CH3:35])[CH3:34].CN1C=CN=C1. The catalyst is C(Cl)Cl.CC(=O)OCC. The product is [NH2:1][C:2]1[N:10]=[C:9]2[C:5]([N:6]=[CH:7][N:8]2[C@@H:11]2[O:15][C@H:14]3[C@@H:13]([O:18][P@:31](=[O:36])([O:32][CH:33]([CH3:35])[CH3:34])[O:17][CH2:16]3)[C@:12]2([F:20])[CH3:19])=[C:4]([O:21][CH2:22][CH3:23])[N:3]=1. The yield is 0.630. (4) The reactants are [N:1]1([C:7]([CH:9]2[NH:14][CH2:13][CH2:12][N:11]([CH:15]3[CH2:20][CH2:19][N:18]([C:21]([O:23][C:24]([CH3:27])([CH3:26])[CH3:25])=[O:22])[CH2:17][CH2:16]3)[CH2:10]2)=[O:8])[CH2:6][CH2:5][O:4][CH2:3][CH2:2]1.C(N(CC)CC)C.[F:35][C:36]([F:47])([F:46])[C:37](O[C:37](=[O:38])[C:36]([F:47])([F:46])[F:35])=[O:38]. The catalyst is C1COCC1. The product is [N:1]1([C:7]([CH:9]2[N:14]([C:37](=[O:38])[C:36]([F:47])([F:46])[F:35])[CH2:13][CH2:12][N:11]([CH:15]3[CH2:16][CH2:17][N:18]([C:21]([O:23][C:24]([CH3:27])([CH3:26])[CH3:25])=[O:22])[CH2:19][CH2:20]3)[CH2:10]2)=[O:8])[CH2:6][CH2:5][O:4][CH2:3][CH2:2]1. The yield is 0.824. (5) The reactants are [F:1][C:2]([F:16])([F:15])[C:3]1[CH:4]=[C:5]([CH:8]=[C:9]([C:11]([F:14])([F:13])[F:12])[CH:10]=1)[CH:6]=O.[NH2:17][C@H:18]1[CH2:24][CH2:23][CH2:22][N:21]([C:25]([O:27][C:28]([CH3:31])([CH3:30])[CH3:29])=[O:26])[C:20]2[CH:32]=[C:33]([C:37]([F:40])([F:39])[F:38])[C:34]([CH3:36])=[CH:35][C:19]1=2.[BH4-].[Na+]. The catalyst is CO. The product is [F:1][C:2]([F:16])([F:15])[C:3]1[CH:4]=[C:5]([CH:8]=[C:9]([C:11]([F:14])([F:13])[F:12])[CH:10]=1)[CH2:6][NH:17][C@H:18]1[CH2:24][CH2:23][CH2:22][N:21]([C:25]([O:27][C:28]([CH3:31])([CH3:30])[CH3:29])=[O:26])[C:20]2[CH:32]=[C:33]([C:37]([F:40])([F:38])[F:39])[C:34]([CH3:36])=[CH:35][C:19]1=2. The yield is 0.980. (6) The catalyst is O1CCCC1.C(=O)(O)[O-].[Na+].[Cl-].[Zn+2].[Cl-]. The yield is 0.330. The product is [Br:1][C:2]1[C:7]([C:20]2[CH:21]=[CH:22][C:17]([F:16])=[CH:18][CH:19]=2)=[CH:6][CH:5]=[CH:4][N:3]=1. The reactants are [Br:1][C:2]1[CH:7]=[CH:6][CH:5]=[CH:4][N:3]=1.C([N-]C(C)C)(C)C.[Li+].[F:16][C:17]1[CH:22]=[CH:21][C:20](I)=[CH:19][CH:18]=1. (7) The reactants are [CH2:1]([NH:6][CH2:7][C:8]([OH:10])=[O:9])[CH:2]=[C:3](C)[CH3:4].C/C=C\C. The catalyst is Cl[Ru](=C1N(C2C(C)=CC(C)=CC=2C)CCN1C1C(C)=CC(C)=CC=1C)(Cl)(=CC1C=CC=CC=1)[P](C1CCCCC1)(C1CCCCC1)C1CCCCC1.C(Cl)Cl. The product is [CH2:1]([NH:6][CH2:7][C:8]([OH:10])=[O:9])[CH:2]=[CH:3][CH3:4]. The yield is 0.840. (8) The catalyst is C(#N)C. The product is [C:35]([NH:53][C@H:18]1[C@@H:17]([N:14]2[CH2:15][CH2:16][C@H:12]([NH:11][C:9]([O:8][CH2:1][C:2]3[CH:7]=[CH:6][CH:5]=[CH:4][CH:3]=3)=[O:10])[C:13]2=[O:34])[CH2:22][CH2:21][C@@H:20]([NH:23][C:24](=[O:25])[O:26][C:27]([CH3:29])([CH3:30])[CH3:28])[CH2:19]1)(=[O:38])[CH3:36]. The reactants are [CH2:1]([O:8][C:9]([NH:11][C@H:12]1[CH2:16][CH2:15][N:14]([C@H:17]2[CH2:22][CH2:21][C@@H:20]([NH:23][C:24]([O:26][C:27]([CH3:30])([CH3:29])[CH3:28])=[O:25])[CH2:19][C@H:18]2C(N)=O)[C:13]1=[O:34])=[O:10])[C:2]1[CH:7]=[CH:6][CH:5]=[CH:4][CH:3]=1.[C:35]([OH:38])(=O)[CH3:36].C(O)(=O)C.IC1C=CC=CC=1.C([N:53](CC)C(C)C)(C)C.C(OC(=O)C)(=O)C. The yield is 0.840.